From a dataset of Forward reaction prediction with 1.9M reactions from USPTO patents (1976-2016). Predict the product of the given reaction. (1) Given the reactants [CH3:1][O:2][C:3]1[N:8]=[C:7]2[NH:9][N:10]=[CH:11][C:6]2=[CH:5][C:4]=1[NH:12][C:13]1[C:14]2[C:21]3[CH2:22][CH2:23][C@H:24]([C:26](O)=[O:27])[CH2:25][C:20]=3[S:19][C:15]=2[N:16]=[CH:17][N:18]=1.[CH3:29][N:30]([CH3:36])[C@H:31]1[CH2:35][CH2:34][NH:33][CH2:32]1, predict the reaction product. The product is: [CH3:29][N:30]([CH3:36])[C@H:31]1[CH2:35][CH2:34][N:33]([C:26]([C@H:24]2[CH2:23][CH2:22][C:21]3[C:14]4[C:13]([NH:12][C:4]5[CH:5]=[C:6]6[CH:11]=[N:10][NH:9][C:7]6=[N:8][C:3]=5[O:2][CH3:1])=[N:18][CH:17]=[N:16][C:15]=4[S:19][C:20]=3[CH2:25]2)=[O:27])[CH2:32]1. (2) Given the reactants [CH2:1]([C:3]1[CH:8]=[C:7]([C:9]([F:18])([C:14]([F:17])([F:16])[F:15])[C:10]([F:13])([F:12])[F:11])[CH:6]=[C:5]([CH3:19])[C:4]=1[NH2:20])[CH3:2].[S:21](=[N:23][C:24]1[CH:25]=[C:26]([CH:30]=[CH:31][CH:32]=1)[C:27](Cl)=[O:28])=[O:22], predict the reaction product. The product is: [S:21](=[N:23][C:24]1[CH:25]=[C:26]([CH:30]=[CH:31][CH:32]=1)[C:27]([NH:20][C:4]1[C:5]([CH3:19])=[CH:6][C:7]([C:9]([F:18])([C:10]([F:11])([F:12])[F:13])[C:14]([F:15])([F:16])[F:17])=[CH:8][C:3]=1[CH2:1][CH3:2])=[O:28])=[O:22]. (3) Given the reactants [O:1]=[S:2]1(=[O:14])[CH2:7][CH2:6][N:5]([CH2:8][C@@H:9]2[CH2:12][C@H:11]([NH2:13])[CH2:10]2)[CH2:4][CH2:3]1.[Cl:15][C:16]1[C:21]([CH2:22][CH:23]=O)=[C:20](Cl)[N:19]=[CH:18][N:17]=1.CCN(C(C)C)C(C)C.C(O)(C(F)(F)F)=O, predict the reaction product. The product is: [Cl:15][C:16]1[C:21]2[CH:22]=[CH:23][N:13]([C@H:11]3[CH2:10][C@@H:9]([CH2:8][N:5]4[CH2:6][CH2:7][S:2](=[O:1])(=[O:14])[CH2:3][CH2:4]4)[CH2:12]3)[C:20]=2[N:19]=[CH:18][N:17]=1. (4) Given the reactants [CH:1]1([NH:6][C:7]2[C:12]([CH:13]=O)=[CH:11][N:10]=[C:9]([S:15][CH3:16])[N:8]=2)[CH2:5][CH2:4][CH2:3][CH2:2]1.C([CH2:19][C:20](O)=[O:21])#N.C(N)C1C=CC=CC=1, predict the reaction product. The product is: [CH:1]1([N:6]2[C:7]3[N:8]=[C:9]([S:15][CH3:16])[N:10]=[CH:11][C:12]=3[CH:13]=[CH:19][C:20]2=[O:21])[CH2:5][CH2:4][CH2:3][CH2:2]1. (5) Given the reactants [CH3:1][O:2][C:3]1[CH:20]=[CH:19][C:18]2[C@@H:17]3[C@H:8]([C@H:9]4[C@@:13]([CH2:15][CH2:16]3)([CH3:14])[C@@H:12]([O:21]COC)[CH2:11][C@@H:10]4[CH3:25])[CH2:7][CH2:6][C:5]=2[CH:4]=1.Cl.C([O-])(O)=O.[Na+], predict the reaction product. The product is: [CH3:1][O:2][C:3]1[CH:20]=[CH:19][C:18]2[C@@H:17]3[C@H:8]([C@H:9]4[C@@:13]([CH2:15][CH2:16]3)([CH3:14])[C@@H:12]([OH:21])[CH2:11][C@@H:10]4[CH3:25])[CH2:7][CH2:6][C:5]=2[CH:4]=1. (6) Given the reactants Cl.Cl.[Br:3][C:4]1[CH:9]=[C:8]([N+:10]([O-:12])=[O:11])[CH:7]=[CH:6][C:5]=1[N:13]1[CH2:18][CH2:17][NH:16][CH2:15][CH2:14]1.[CH3:19][Si:20]([CH3:35])([CH3:34])[CH2:21][CH2:22][O:23][C:24](ON1C(=O)CCC1=O)=[O:25].O.C(=O)([O-])[O-].[Na+].[Na+], predict the reaction product. The product is: [Br:3][C:4]1[CH:9]=[C:8]([N+:10]([O-:12])=[O:11])[CH:7]=[CH:6][C:5]=1[N:13]1[CH2:18][CH2:17][N:16]([C:24]([O:23][CH2:22][CH2:21][Si:20]([CH3:35])([CH3:34])[CH3:19])=[O:25])[CH2:15][CH2:14]1. (7) The product is: [C:15]([C:19]1[S:23][C:22]([C:24]([NH2:26])=[O:25])=[C:21]([NH:27][C:2]2[C:7]3[C:8]4[CH2:14][CH2:13][CH2:12][CH2:11][C:9]=4[Se:10][C:6]=3[N:5]=[CH:4][N:3]=2)[CH:20]=1)([CH3:18])([CH3:16])[CH3:17]. Given the reactants Cl[C:2]1[C:7]2[C:8]3[CH2:14][CH2:13][CH2:12][CH2:11][C:9]=3[Se:10][C:6]=2[N:5]=[CH:4][N:3]=1.[C:15]([C:19]1[S:23][C:22]([C:24]([NH2:26])=[O:25])=[C:21]([NH2:27])[CH:20]=1)([CH3:18])([CH3:17])[CH3:16].[OH-].[Na+], predict the reaction product. (8) Given the reactants C1(P(C2C=CC=CC=2)C2C=CC=CC=2)C=CC=CC=1.[CH3:20][O:21][C:22]1[CH:23]=[C:24]([C@@H:30]([CH2:46]O)[C:31]([C:33]2[C:34]([OH:45])=[C:35]3[C:40](=[CH:41][CH:42]=2)[O:39][C:38]([CH3:44])([CH3:43])[CH:37]=[CH:36]3)=[O:32])[CH:25]=[CH:26][C:27]=1[O:28][CH3:29], predict the reaction product. The product is: [CH3:20][O:21][C:22]1[CH:23]=[C:24]([C@H:30]2[CH2:46][O:45][C:34]3=[C:35]4[C:40](=[CH:41][CH:42]=[C:33]3[C:31]2=[O:32])[O:39][C:38]([CH3:43])([CH3:44])[CH:37]=[CH:36]4)[CH:25]=[CH:26][C:27]=1[O:28][CH3:29]. (9) Given the reactants [CH2:1]([Li])[CH2:2][CH2:3]C.Br[C:7]1[CH:12]=[CH:11][C:10]([S:13][CH3:14])=[CH:9][N:8]=1.C(#N)CC.Cl.[OH-:20].[Na+], predict the reaction product. The product is: [CH3:14][S:13][C:10]1[CH:11]=[CH:12][C:7]([C:1](=[O:20])[CH2:2][CH3:3])=[N:8][CH:9]=1. (10) The product is: [NH2:1][C:4]1[CH:5]=[N:6][C:7]2[C:12]([C:13]=1[OH:14])=[N:11][CH:10]=[CH:9][CH:8]=2. Given the reactants [N+:1]([C:4]1[CH:5]=[N:6][C:7]2[C:12]([C:13]=1[OH:14])=[N:11][CH:10]=[CH:9][CH:8]=2)([O-])=O, predict the reaction product.